This data is from Forward reaction prediction with 1.9M reactions from USPTO patents (1976-2016). The task is: Predict the product of the given reaction. Given the reactants F[C:2]1[CH:20]=[C:19]([C:21]([F:24])([F:23])[F:22])[CH:18]=[C:17]([C:25]([F:28])([F:27])[F:26])[C:3]=1[C:4]([NH:6][C:7]1[CH:12]=[CH:11][CH:10]=[C:9]([S:13](=[O:16])(=[O:15])[NH2:14])[CH:8]=1)=[O:5].[F:29][C:30]1[CH:35]=[CH:34][C:33]([OH:36])=[C:32]([O:37][CH3:38])[CH:31]=1.C([O-])([O-])=O.[K+].[K+], predict the reaction product. The product is: [F:29][C:30]1[CH:35]=[CH:34][C:33]([O:36][C:2]2[CH:20]=[C:19]([C:21]([F:22])([F:24])[F:23])[CH:18]=[C:17]([C:25]([F:27])([F:28])[F:26])[C:3]=2[C:4]([NH:6][C:7]2[CH:12]=[CH:11][CH:10]=[C:9]([S:13](=[O:15])(=[O:16])[NH2:14])[CH:8]=2)=[O:5])=[C:32]([O:37][CH3:38])[CH:31]=1.